Predict the reactants needed to synthesize the given product. From a dataset of Full USPTO retrosynthesis dataset with 1.9M reactions from patents (1976-2016). Given the product [C:22]([C:3]1[C:2]([NH:1][C:24](=[O:29])[C:25]([CH3:28])([CH3:27])[CH3:26])=[CH:7][C:6]([N:8]2[CH2:12][CH2:11][C@H:10]([N:13]([CH3:14])[CH3:15])[CH2:9]2)=[C:5]([C:16]2[CH:17]=[CH:18][CH:19]=[CH:20][CH:21]=2)[CH:4]=1)#[N:23], predict the reactants needed to synthesize it. The reactants are: [NH2:1][C:2]1[CH:7]=[C:6]([N:8]2[CH2:12][CH2:11][C@H:10]([N:13]([CH3:15])[CH3:14])[CH2:9]2)[C:5]([C:16]2[CH:21]=[CH:20][CH:19]=[CH:18][CH:17]=2)=[CH:4][C:3]=1[C:22]#[N:23].[C:24](Cl)(=[O:29])[C:25]([CH3:28])([CH3:27])[CH3:26].C(OCC)(=O)C.[OH-].[Na+].